This data is from Experimentally validated miRNA-target interactions with 360,000+ pairs, plus equal number of negative samples. The task is: Binary Classification. Given a miRNA mature sequence and a target amino acid sequence, predict their likelihood of interaction. (1) The miRNA is mmu-miR-182-5p with sequence UUUGGCAAUGGUAGAACUCACACCG. The protein sequence of the target gene is MELLSPPLRDIDLTGPDGSLCSFETADDFYDDPCFDSPDLRFFEDLDPRLVHMGALLKPEEHAHFPTAVHPGPGAREDEHVRAPSGHHQAGRCLLWACKACKRKTTNADRRKAATMRERRRLSKVNEAFETLKRCTSSNPNQRLPKVEILRNAIRYIEGLQALLRDQDAAPPGAAAFYAPGPLPPGRGSEHYSGDSDASSPRSNCSDGMMDYSGPPSGPRRQNGYDTAYYSEAARESRPGKSAAVSSLDCLSSIVERISTDSPAAPALLLADAPPESPPGPPEGASLSDTEQGTQTPSPD.... Result: 1 (interaction). (2) The miRNA is rno-miR-16-5p with sequence UAGCAGCACGUAAAUAUUGGCG. The protein sequence of the target gene is MASTRARPMLPLLLVLVAVVIPGPVGAQVSIHPTEAFLPRGGSVQVNCSSSCEDENLGLGLETNWMKDELSSGHNWKLFKLSDIGEDSRPLCFENCGTTQSSASATITVYSFPERVELDPLPAWQQVGKNLILRCLVEGGAPRTQLSVVLLRGNETLSRQAVDGDPKEITFTVLASRGDHGANFSCFTELDLRPQGLSLFKNVSEVRQLRTFDLPTRVLKLDTPDLLEVGTQQKFLCSLEGLFPASEAQIYLEMGGQMLTLESTNSRDFVSATASVEVTEKLDRTLQLRCVLELADQTLE.... Result: 0 (no interaction). (3) The miRNA is hsa-miR-599 with sequence GUUGUGUCAGUUUAUCAAAC. The protein sequence of the target gene is MAALSGGGGSSSGGGGGGGGGGGGGDGGGGAEQGQALFNGDMEPEAGAGAAASSAADPAIPEEVWNIKQMIKLTQEHIEALLDKFGGEHNPPSIYLEAYEEYTSKLDALQQREQQLLESLVFQTPTDASRNNPKSPQKPIVRVFLPNKQRTVVPARCGVTVRDSLKKALMMRGLIPECCAVYRIQDGEKKPIGWDTDISWLTGEELHVEVLENVPLTTHNFVRKTFFTLAFCDFCRKLLFQGFRCQTCGYKFHQRCSTEVPLMCVNYDQLDLLFVSKFFEHHPVPQEEASFPETALPSGS.... Result: 0 (no interaction). (4) The miRNA is mmu-miR-673-5p with sequence CUCACAGCUCUGGUCCUUGGAG. The protein sequence of the target gene is MGRWALDVAFVWKAALTLGLVLLYYCFSIGITFYNKWLTKSFHFPLFMTMLHLAVIFLFSALSRALVQCSSHKARVVLSWTDYLRRVAPTALATALDVGLSNWSFLYITVSLYTMTKSSAVLFILIFSLIFKLEELRAALVLVVLLIAGGLFMFTYKSTQFNVEGFALVLGASFIGGIRWTLTQILLQKADLGLQNPIDTMFHLQPLMFLGLFPLFAIFEGLHLSTSEKIFRFQDTGLLLWVLGSLLLGGILAFGLGFSEFLLVSRTSSLTLSIAGIFKEVCTLLLAAHLLGDQISLLNW.... Result: 0 (no interaction). (5) The miRNA is hsa-miR-638 with sequence AGGGAUCGCGGGCGGGUGGCGGCCU. The protein sequence of the target gene is MSMLFYTLITAFLIGVQAEPYTDSNVPEGDSVPEAHWTKLQHSLDTALRRARSAPAEPIAARVTGQTRNITVDPKLFKKRRLRSPRVLFSTQPPPTSSDTLDLDFQAHGTISFNRTHRSKRSSTHPVFHMGEFSVCDSVSVWVGDKTTATDIKGKEVTVLGEVNINNSVFKQYFFETKCRAPNPVESGCRGIDSKHWNSYCTTTHTFVKALTTDDKQAAWRFIRIDTACVCVLSRKAARRG. Result: 0 (no interaction). (6) The miRNA is hsa-miR-3648 with sequence AGCCGCGGGGAUCGCCGAGGG. The protein sequence of the target gene is MQPSEMVMNPKQVFLSVLIFGVAGLLLFMYLQVWIEEQHTGRVEKRREQKVTSGWGPVKYLRPVPRIMSTEKIQEHITNQNPKFHMPEDVREKKENLLLNSERSTRLLTKTSHSQGGDQALSKSTGSPTEKLIEKRQGAKTVFNKFSNMNWPVDIHPLNKSLVKDNKWKKTEETQEKRRSFLQEFCKKYGGVSHHQSHLFHTVSRIYVEDKHKILYCEVPKAGCSNWKRILMVLNGLASSAYNISHNAVHYGKHLKKLDSFDLKGIYTRLNTYTKAVFVRDPMERLVSAFRDKFEHPNSY.... Result: 0 (no interaction). (7) The miRNA is mmu-miR-22-3p with sequence AAGCUGCCAGUUGAAGAACUGU. The protein sequence of the target gene is MRSKGRARKLATSNECAYGNYPEIPLEEMPDADADGITSVPSLHIQEPCSPATSSESFTPKEGSPYKAPIYIPDDIPIPDEFELRESTMPGAGLGIWTKRKIEIGEKFGPYMGEQRSDLKDSSYGWEILDEFCNVKFCIDASQPDVGSWLKYIRFAGCYDQHNLVACQINDQIFYRVVADIAPGEELLLFMKSEEDPHEPMAPDIHEERQHRCEDCDQLFESKAELADHQKFPCSTPHSAFSMVEEDLQQNLESESDLREIHGNQDCKECDRVFPDLQSLEKHMLSHTEEREYKCDQCPK.... Result: 1 (interaction).